Regression. Given two drug SMILES strings and cell line genomic features, predict the synergy score measuring deviation from expected non-interaction effect. From a dataset of NCI-60 drug combinations with 297,098 pairs across 59 cell lines. (1) Drug 1: CN(CCCl)CCCl.Cl. Drug 2: COCCOC1=C(C=C2C(=C1)C(=NC=N2)NC3=CC=CC(=C3)C#C)OCCOC.Cl. Cell line: OVCAR-4. Synergy scores: CSS=3.42, Synergy_ZIP=3.12, Synergy_Bliss=7.06, Synergy_Loewe=5.10, Synergy_HSA=5.26. (2) Drug 1: C1=C(C(=O)NC(=O)N1)N(CCCl)CCCl. Drug 2: C(CN)CNCCSP(=O)(O)O. Cell line: IGROV1. Synergy scores: CSS=14.9, Synergy_ZIP=-9.57, Synergy_Bliss=-0.926, Synergy_Loewe=-16.8, Synergy_HSA=-3.83. (3) Drug 1: CC(CN1CC(=O)NC(=O)C1)N2CC(=O)NC(=O)C2. Drug 2: C1=CC(=CC=C1CCCC(=O)O)N(CCCl)CCCl. Cell line: TK-10. Synergy scores: CSS=14.4, Synergy_ZIP=-5.68, Synergy_Bliss=1.88, Synergy_Loewe=4.09, Synergy_HSA=4.73.